This data is from Full USPTO retrosynthesis dataset with 1.9M reactions from patents (1976-2016). The task is: Predict the reactants needed to synthesize the given product. (1) Given the product [OH:25][CH2:24][C@H:15]([NH:14][C:7](=[O:8])[O:9][C:10]([CH3:12])([CH3:11])[CH3:13])[CH2:16][C:17]1[CH:22]=[CH:21][C:20]([OH:23])=[CH:19][CH:18]=1, predict the reactants needed to synthesize it. The reactants are: [H-].[Al+3].[Li+].[H-].[H-].[H-].[C:7]([NH:14][C@@H:15]([C:24](OC)=[O:25])[CH2:16][C:17]1[CH:22]=[CH:21][C:20]([OH:23])=[CH:19][CH:18]=1)([O:9][C:10]([CH3:13])([CH3:12])[CH3:11])=[O:8]. (2) Given the product [OH:9][C@H:7]([CH3:8])[C@H:2]([NH:1][C:26](=[O:27])[C:25]1[CH:29]=[CH:30][C:22]([C:21]#[C:20][C:19]#[C:18][C@@H:17]([OH:16])[CH3:31])=[CH:23][CH:24]=1)[C:3]([O:5][CH3:6])=[O:4], predict the reactants needed to synthesize it. The reactants are: [NH2:1][C@@H:2]([C@H:7]([OH:9])[CH3:8])[C:3]([O:5][CH3:6])=[O:4].C([O-])([O-])=O.[K+].[K+].[OH:16][C@@H:17]([CH3:31])[C:18]#[C:19][C:20]#[C:21][C:22]1[CH:30]=[CH:29][C:25]([C:26](O)=[O:27])=[CH:24][CH:23]=1.CCN(C(C)C)C(C)C.CN(C(ON1N=NC2C=CC=NC1=2)=[N+](C)C)C.F[P-](F)(F)(F)(F)F. (3) Given the product [CH3:1][C:2]1[N:3]=[CH:4][N:5]([C:7]2[CH:14]=[CH:13][C:21]([C:20]([OH:23])=[O:22])=[CH:9][C:8]=2[C:15]([F:18])([F:16])[F:17])[CH:6]=1, predict the reactants needed to synthesize it. The reactants are: [CH3:1][C:2]1[N:3]=[CH:4][N:5]([C:7]2[CH:14]=[CH:13]C(C#N)=[CH:9][C:8]=2[C:15]([F:18])([F:17])[F:16])[CH:6]=1.Cl.[C:20]([OH:23])(=[O:22])[CH3:21]. (4) Given the product [N:9]1([C:13]([C:15]2[N:16]=[CH:17][C:18]([O:21][C:22]3[CH:23]=[C:24]([C:25]([NH:39][C:40]4[CH:44]=[CH:43][N:42]([C:45]([O:47][C:48]([CH3:51])([CH3:50])[CH3:49])=[O:46])[N:41]=4)=[O:26])[CH:28]=[C:29]([O:31][C@@H:32]([CH3:38])[CH2:33][O:34][CH:35]([F:37])[F:36])[CH:30]=3)=[N:19][CH:20]=2)=[O:14])[CH2:10][CH2:11][CH2:12]1, predict the reactants needed to synthesize it. The reactants are: ClC(N(C)C)=C(C)C.[N:9]1([C:13]([C:15]2[N:16]=[CH:17][C:18]([O:21][C:22]3[CH:23]=[C:24]([CH:28]=[C:29]([O:31][C@@H:32]([CH3:38])[CH2:33][O:34][CH:35]([F:37])[F:36])[CH:30]=3)[C:25](O)=[O:26])=[N:19][CH:20]=2)=[O:14])[CH2:12][CH2:11][CH2:10]1.[NH2:39][C:40]1[CH:44]=[CH:43][N:42]([C:45]([O:47][C:48]([CH3:51])([CH3:50])[CH3:49])=[O:46])[N:41]=1.N1C=CC=CC=1. (5) Given the product [NH2:15][C:3]1[C:4](=[O:14])[N:5]([CH2:11][CH2:12][CH3:13])[C:6](=[O:10])[N:7]([CH2:8][CH3:9])[C:2]=1[NH2:1], predict the reactants needed to synthesize it. The reactants are: [NH2:1][C:2]1[N:7]([CH2:8][CH3:9])[C:6](=[O:10])[N:5]([CH2:11][CH2:12][CH3:13])[C:4](=[O:14])[C:3]=1[N:15]=O. (6) Given the product [N:24]1([CH2:30][CH2:31][CH2:32][NH:33][C:18]([C:12]2[CH:11]=[C:10]3[C:15]([C:16](=[O:17])[N:7]([CH2:6][C:5]4[CH:22]=[CH:23][C:2]([Cl:1])=[CH:3][CH:4]=4)[C:8](=[O:21])[NH:9]3)=[CH:14][CH:13]=2)=[O:20])[CH2:29][CH2:28][O:27][CH2:26][CH2:25]1, predict the reactants needed to synthesize it. The reactants are: [Cl:1][C:2]1[CH:23]=[CH:22][C:5]([CH2:6][N:7]2[C:16](=[O:17])[C:15]3[C:10](=[CH:11][C:12]([C:18]([OH:20])=O)=[CH:13][CH:14]=3)[NH:9][C:8]2=[O:21])=[CH:4][CH:3]=1.[N:24]1([CH2:30][CH2:31][CH2:32][NH2:33])[CH2:29][CH2:28][O:27][CH2:26][CH2:25]1. (7) The reactants are: Cl[C:2]1[N:7]=[N:6][C:5]([N:8]2[CH2:13][CH2:12][C:11]3([CH2:18][CH2:17][N:16]([CH:19]4[CH2:22][CH2:21][CH2:20]4)[CH2:15][CH2:14]3)[CH2:10][CH2:9]2)=[CH:4][CH:3]=1.C(OB([C:29]1[CH:34]=[CH:33][CH:32]=[CH:31][CH:30]=1)O)(=O)C.C([O-])([O-])=O.[Na+].[Na+].C[O:42][CH2:43][CH2:44]OC. Given the product [CH:19]1([N:16]2[CH2:17][CH2:18][C:11]3([CH2:12][CH2:13][N:8]([C:5]4[N:6]=[N:7][C:2]([C:32]5[CH:31]=[CH:30][C:29]([C:43](=[O:42])[CH3:44])=[CH:34][CH:33]=5)=[CH:3][CH:4]=4)[CH2:9][CH2:10]3)[CH2:14][CH2:15]2)[CH2:22][CH2:21][CH2:20]1, predict the reactants needed to synthesize it. (8) Given the product [C:8]([C:7]1[C:5]([C:4]2[CH:15]=[CH:16][C:17]([Cl:18])=[C:2]([Cl:1])[CH:3]=2)=[C:12]([C:19]([O:23][CH2:24][CH3:25])=[O:22])[S:11][C:10]=1[S:13][CH3:14])#[N:9], predict the reactants needed to synthesize it. The reactants are: [Cl:1][C:2]1[CH:3]=[C:4]([CH:15]=[CH:16][C:17]=1[Cl:18])[C:5]([C:7](=[C:10]([S:13][CH3:14])[S:11][CH3:12])[C:8]#[N:9])=O.[C:19]([O:23][CH2:24][CH3:25])(=[O:22])CS.